This data is from Forward reaction prediction with 1.9M reactions from USPTO patents (1976-2016). The task is: Predict the product of the given reaction. (1) Given the reactants [OH:1]OS([O-])=O.[K+].[Br:7][C:8]1[CH:13]=[CH:12][C:11]([S:14][CH2:15][CH2:16][CH3:17])=[CH:10][CH:9]=1.[OH2:18], predict the reaction product. The product is: [Br:7][C:8]1[CH:9]=[CH:10][C:11]([S:14]([CH2:15][CH2:16][CH3:17])(=[O:1])=[O:18])=[CH:12][CH:13]=1. (2) Given the reactants [O:1]=[C:2]1[CH2:5][CH:4]([NH:6][C:7](=[O:13])[O:8][C:9]([CH3:12])([CH3:11])[CH3:10])[CH2:3]1.[Li].CCOC(C)=O, predict the reaction product. The product is: [OH:1][C@@H:2]1[CH2:3][C@H:4]([NH:6][C:7](=[O:13])[O:8][C:9]([CH3:11])([CH3:10])[CH3:12])[CH2:5]1. (3) The product is: [N:1]1[CH:6]=[CH:5][CH:4]=[CH:3][C:2]=1[CH2:7][CH2:8][CH2:9][CH2:10][C:11]([OH:13])=[O:12]. Given the reactants [N:1]1[CH:6]=[CH:5][CH:4]=[CH:3][C:2]=1[CH2:7][CH2:8][CH2:9][CH2:10][C:11]([O:13]CC)=[O:12].[OH-].[Na+], predict the reaction product. (4) Given the reactants [CH:1]([O:4][C:5](=[O:9])[O:6][CH2:7][Cl:8])([CH3:3])[CH3:2].Cl[C:11](OCCCl)=O, predict the reaction product. The product is: [CH:1]([O:4][C:5](=[O:9])[O:6][CH:7]([Cl:8])[CH3:11])([CH3:3])[CH3:2]. (5) Given the reactants [CH3:1][O:2][C:3]1[CH:4]=[C:5]2[C:10](=[CH:11][CH:12]=1)[C:9](=[O:13])[CH:8]([CH2:14]/[CH:15]=[CH:16]/[CH:17]=O)[CH2:7][CH2:6]2.[C:19]1([CH3:33])[CH:24]=[CH:23][CH:22]=[CH:21][C:20]=1[CH2:25][NH:26][C:27]([CH3:32])=[CH:28][C:29](=[O:31])[CH3:30], predict the reaction product. The product is: [C:29]([C:28]1[CH:15]([CH2:14][CH:8]2[CH2:7][CH2:6][C:5]3[C:10](=[CH:11][CH:12]=[C:3]([O:2][CH3:1])[CH:4]=3)[C:9]2=[O:13])[CH:16]=[CH:17][N:26]([CH2:25][C:20]2[CH:21]=[CH:22][CH:23]=[CH:24][C:19]=2[CH3:33])[C:27]=1[CH3:32])(=[O:31])[CH3:30]. (6) Given the reactants [C:1]([O:5][C:6](=[O:40])[CH2:7][O:8][C:9]1[C:14]2[CH2:15][CH2:16][CH2:17][CH2:18][CH:19]([NH:20][S:21]([C:24]3[CH:29]=[CH:28][C:27]([C:30]4[CH:35]=[CH:34][CH:33]=[C:32]([C:36]([F:39])([F:38])[F:37])[CH:31]=4)=[CH:26][N:25]=3)(=[O:23])=[O:22])[C:13]=2[CH:12]=[CH:11][CH:10]=1)([CH3:4])([CH3:3])[CH3:2].CI.[C:43]([O-])([O-])=O.[K+].[K+], predict the reaction product. The product is: [C:1]([O:5][C:6](=[O:40])[CH2:7][O:8][C:9]1[C:14]2[CH2:15][CH2:16][CH2:17][CH2:18][CH:19]([N:20]([CH3:43])[S:21]([C:24]3[CH:29]=[CH:28][C:27]([C:30]4[CH:35]=[CH:34][CH:33]=[C:32]([C:36]([F:39])([F:37])[F:38])[CH:31]=4)=[CH:26][N:25]=3)(=[O:23])=[O:22])[C:13]=2[CH:12]=[CH:11][CH:10]=1)([CH3:4])([CH3:2])[CH3:3].